From a dataset of Reaction yield outcomes from USPTO patents with 853,638 reactions. Predict the reaction yield, written as a fraction of the theoretical maximum amount of product (1.0 means a 100% yield; for example, 0.34 means a 34% yield). (1) The reactants are [CH2:1]([N:5]1[C:13]2[N:12]=[C:11]([Cl:14])[N:10](CC=C)[C:9]=2[C:8](=[O:18])[N:7]([CH2:19][CH2:20][CH2:21][CH2:22][C:23]2[N:24]=[CH:25][NH:26]C=2)[C:6]1=[O:28])[CH2:2][CH2:3][CH3:4].Cl[CH2:30][C:31]1[CH:36]=[CH:35][CH:34]=[CH:33][C:32]=1[C:37]([F:40])([F:39])[F:38].CCN(C(C)C)C(C)C.N1CCOCC1. The catalyst is CN(C=O)C.C1C=CC([P]([Pd]([P](C2C=CC=CC=2)(C2C=CC=CC=2)C2C=CC=CC=2)([P](C2C=CC=CC=2)(C2C=CC=CC=2)C2C=CC=CC=2)[P](C2C=CC=CC=2)(C2C=CC=CC=2)C2C=CC=CC=2)(C2C=CC=CC=2)C2C=CC=CC=2)=CC=1. The product is [CH2:1]([N:5]1[C:13]2[N:12]=[C:11]([Cl:14])[NH:10][C:9]=2[C:8](=[O:18])[N:7]([CH2:19][CH2:20][CH2:21][C:22]2[N:26]=[CH:25][N:24]([CH2:30][C:31]3[CH:36]=[CH:35][CH:34]=[CH:33][C:32]=3[C:37]([F:38])([F:39])[F:40])[CH:23]=2)[C:6]1=[O:28])[CH2:2][CH2:3][CH3:4]. The yield is 0.260. (2) The reactants are [C:1]([O:4][C@H:5]([C:7]#[C:8][CH:9]=[O:10])[CH3:6])(=[O:3])[CH3:2].CC(=CC)C.[O-:16]Cl=O.[Na+]. The catalyst is CC(O)(C)C.O. The product is [C:1]([O:4][C@@H:5]([CH3:6])[C:7]#[C:8][C:9]([OH:16])=[O:10])(=[O:3])[CH3:2]. The yield is 1.00. (3) The reactants are [NH2:1][C:2]1[N:7]=[C:6]([OH:8])[CH:5]=[CH:4][N:3]=1.[H-].[Na+].Br[CH2:12][C:13](=O)[CH2:14][CH2:15][CH3:16].[OH-].[Na+].Cl. The catalyst is CN(C)C=O. The product is [CH2:14]([C:13]1[N:1]=[C:2]2[NH:3][CH:4]=[CH:5][C:6](=[O:8])[N:7]2[CH:12]=1)[CH2:15][CH3:16]. The yield is 0.520. (4) The reactants are CN1C=CN=C1.[CH:7]1([CH2:12][C@H:13]([CH2:30][N:31]([CH:39]=[O:40])[O:32][CH:33]2[CH2:38][CH2:37][CH2:36][CH2:35][O:34]2)[C:14]([N:16]2[CH:20]([C:21]([OH:23])=O)[CH2:19][CH2:18][N:17]2[C:24]([O:26][CH2:27][CH:28]=[CH2:29])=[O:25])=[O:15])[CH2:11][CH2:10][CH2:9][CH2:8]1.S(Cl)(C)(=O)=O.[N:46]1[CH:51]=[CH:50][CH:49]=[N:48][C:47]=1[NH2:52]. The catalyst is CN(C)C=O. The product is [CH:7]1([CH2:12][C@H:13]([CH2:30][N:31]([CH:39]=[O:40])[O:32][CH:33]2[CH2:38][CH2:37][CH2:36][CH2:35][O:34]2)[C:14]([N:16]2[C@H:20]([C:21]([NH:52][C:47]3[N:48]=[CH:49][CH:50]=[CH:51][N:46]=3)=[O:23])[CH2:19][CH2:18][N:17]2[C:24]([O:26][CH2:27][CH:28]=[CH2:29])=[O:25])=[O:15])[CH2:11][CH2:10][CH2:9][CH2:8]1. The yield is 0.240. (5) The reactants are [O:1]1[CH2:6][C:5](=O)[NH:4][C:3]2[CH:8]=[CH:9][CH:10]=[CH:11][C:2]1=2.[H-].[Al+3].[Li+].[H-].[H-].[H-]. The product is [O:1]1[CH2:6][CH2:5][NH:4][C:3]2[CH:8]=[CH:9][CH:10]=[CH:11][C:2]1=2. The catalyst is O1CCCC1.O.[OH-].[Na+]. The yield is 0.790. (6) The reactants are CC1(C)[O:6][CH:5]([CH2:7][O:8][C:9]2[CH:14]=[CH:13][C:12]([C:15](=[O:24])[CH2:16][C:17](=O)[C:18]([O:20][CH2:21][CH3:22])=[O:19])=[CH:11][CH:10]=2)[CH2:4][O:3]1.Cl.[NH2:27]O. The catalyst is C(O)C.CCOC(C)=O. The product is [OH:6][CH:5]([CH2:4][OH:3])[CH2:7][O:8][C:9]1[CH:14]=[CH:13][C:12]([C:15]2[O:24][N:27]=[C:17]([C:18]([O:20][CH2:21][CH3:22])=[O:19])[CH:16]=2)=[CH:11][CH:10]=1. The yield is 1.04. (7) The reactants are Br[C:2]1[CH:7]=[CH:6][CH:5]=[C:4]([N+:8]([O-:10])=[O:9])[C:3]=1OC.[CH:13]([C:15]1[CH:16]=[C:17](B(O)O)[CH:18]=[CH:19][CH:20]=1)=[O:14].[C:24](=O)([O-])[O-:25].[Na+].[Na+]. The catalyst is O1CCOCC1.C1C=CC([P]([Pd]([P](C2C=CC=CC=2)(C2C=CC=CC=2)C2C=CC=CC=2)([P](C2C=CC=CC=2)(C2C=CC=CC=2)C2C=CC=CC=2)[P](C2C=CC=CC=2)(C2C=CC=CC=2)C2C=CC=CC=2)(C2C=CC=CC=2)C2C=CC=CC=2)=CC=1. The product is [CH3:24][O:25][C:20]1[CH:19]=[C:18]([C:7]2[CH:2]=[CH:3][C:4]([N+:8]([O-:10])=[O:9])=[CH:5][CH:6]=2)[CH:17]=[CH:16][C:15]=1[CH:13]=[O:14]. The yield is 0.630.